Dataset: Forward reaction prediction with 1.9M reactions from USPTO patents (1976-2016). Task: Predict the product of the given reaction. (1) Given the reactants [CH3:16][C:11]1([CH3:17])[C:12]([CH3:15])([CH3:14])[O:13][B:9]([B:9]2[O:13][C:12]([CH3:15])([CH3:14])[C:11]([CH3:17])([CH3:16])[O:10]2)[O:10]1.C([O-])(=O)C.[K+].Br[C:25]1[CH:30]=[CH:29][C:28]([O:31][C:32]([F:35])([F:34])[F:33])=[CH:27][C:26]=1[F:36], predict the reaction product. The product is: [F:36][C:26]1[CH:27]=[C:28]([O:31][C:32]([F:33])([F:34])[F:35])[CH:29]=[CH:30][C:25]=1[B:9]1[O:10][C:11]([CH3:16])([CH3:17])[C:12]([CH3:14])([CH3:15])[O:13]1. (2) Given the reactants [Br:1][C:2]1[CH:7]=[CH:6][C:5]([CH3:8])=[CH:4][C:3]=1[F:9].C(OOC(=O)C1C=CC=CC=1)(=O)C1C=CC=CC=1.[Br:28]N1C(=O)CCC1=O, predict the reaction product. The product is: [Br:1][C:2]1[CH:7]=[CH:6][C:5]([CH2:8][Br:28])=[CH:4][C:3]=1[F:9]. (3) Given the reactants CO[C:3](=[O:22])[C:4]1[CH:9]=[CH:8][C:7]([O:10][CH2:11][C:12]2[C:13]([CH2:18][CH2:19][CH2:20][CH3:21])=[N:14][O:15][C:16]=2[CH3:17])=[N:6][CH:5]=1.[NH2:23][CH:24]([CH3:27])[CH2:25][OH:26], predict the reaction product. The product is: [CH2:18]([C:13]1[C:12]([CH2:11][O:10][C:7]2[CH:8]=[CH:9][C:4]([C:3]([NH:23][CH:24]([CH3:27])[CH2:25][OH:26])=[O:22])=[CH:5][N:6]=2)=[C:16]([CH3:17])[O:15][N:14]=1)[CH2:19][CH2:20][CH3:21]. (4) Given the reactants [CH2:1]([CH:5]([CH2:9][CH2:10][CH2:11][CH2:12][CH2:13][CH3:14])[C:6]([OH:8])=[O:7])[CH2:2][CH2:3][CH3:4].CO.[C:17](Cl)(=O)C, predict the reaction product. The product is: [CH2:1]([CH:5]([CH2:9][CH2:10][CH2:11][CH2:12][CH2:13][CH3:14])[C:6]([O:8][CH3:17])=[O:7])[CH2:2][CH2:3][CH3:4]. (5) Given the reactants [CH2:1]([O:8][CH2:9][CH2:10][CH2:11][O:12][C:13]1[CH:22]=[C:21]2[C:16]([CH2:17][CH2:18][CH:19]([C:23]([O:25][CH2:26][CH3:27])=[O:24])[O:20]2)=[CH:15][CH:14]=1)[C:2]1[CH:7]=[CH:6][CH:5]=[CH:4][CH:3]=1.CN(C)P(N(C)C)(N(C)C)=O.C[Si]([N-][Si](C)(C)C)(C)C.[Na+].I[CH2:50][CH3:51], predict the reaction product. The product is: [CH2:1]([O:8][CH2:9][CH2:10][CH2:11][O:12][C:13]1[CH:22]=[C:21]2[C:16]([CH2:17][CH2:18][C:19]([CH2:50][CH3:51])([C:23]([O:25][CH2:26][CH3:27])=[O:24])[O:20]2)=[CH:15][CH:14]=1)[C:2]1[CH:7]=[CH:6][CH:5]=[CH:4][CH:3]=1. (6) Given the reactants [CH3:1][O:2][C:3]1[C:4]([NH:14][C:15](=[O:19])OCC)=[N:5][C:6]2[C:11]([N:12]=1)=[CH:10][C:9]([CH3:13])=[CH:8][CH:7]=2.[CH3:20][O:21][C:22]1[CH:23]=[C:24]([N:30]2[CH2:35][CH2:34][NH:33][CH2:32][CH2:31]2)[CH:25]=[C:26]([O:28][CH3:29])[CH:27]=1, predict the reaction product. The product is: [CH3:1][O:2][C:3]1[C:4]([NH:14][C:15]([N:33]2[CH2:32][CH2:31][N:30]([C:24]3[CH:23]=[C:22]([O:21][CH3:20])[CH:27]=[C:26]([O:28][CH3:29])[CH:25]=3)[CH2:35][CH2:34]2)=[O:19])=[N:5][C:6]2[C:11]([N:12]=1)=[CH:10][C:9]([CH3:13])=[CH:8][CH:7]=2. (7) Given the reactants I[C:2]1[C:10]2[CH:9]=[N:8][CH:7]=[N:6][C:5]=2[N:4]([CH:11]([CH3:13])[CH3:12])[CH:3]=1.[Cl:14][C:15]1[CH:16]=[C:17]([CH:24]=[C:25]([CH3:27])[N:26]=1)[C:18](N(OC)C)=[O:19], predict the reaction product. The product is: [Cl:14][C:15]1[CH:16]=[C:17]([C:18]([C:2]2[C:10]3[CH:9]=[N:8][CH:7]=[N:6][C:5]=3[N:4]([CH:11]([CH3:13])[CH3:12])[CH:3]=2)=[O:19])[CH:24]=[C:25]([CH3:27])[N:26]=1. (8) Given the reactants [C:1]1([C:19]2[CH:24]=[CH:23][CH:22]=[CH:21][CH:20]=2)[CH:6]=[CH:5][C:4]([CH2:7][CH2:8][C:9](=[O:18])[CH2:10][C:11]([O:13][C:14]([CH3:17])([CH3:16])[CH3:15])=[O:12])=[CH:3][CH:2]=1.CC(C)([O-])C.[K+].[N:31]1([C:34]([O:36][CH2:37][C:38]2[CH:43]=[CH:42][CH:41]=[CH:40][CH:39]=2)=[O:35])[CH2:33][CH2:32]1, predict the reaction product. The product is: [CH2:37]([O:36][C:34]([NH:31][CH2:32][CH2:33][CH:10]([C:9](=[O:18])[CH2:8][CH2:7][C:4]1[CH:3]=[CH:2][C:1]([C:19]2[CH:20]=[CH:21][CH:22]=[CH:23][CH:24]=2)=[CH:6][CH:5]=1)[C:11]([O:13][C:14]([CH3:17])([CH3:16])[CH3:15])=[O:12])=[O:35])[C:38]1[CH:43]=[CH:42][CH:41]=[CH:40][CH:39]=1. (9) The product is: [S:1]=[C:2]1[N:6]([C:24]([O:18][CH2:17][C:14]2[CH:15]=[CH:16][C:11]([O:10][C:7](=[O:9])[CH3:8])=[C:12]([O:19][CH3:20])[CH:13]=2)=[O:23])[CH2:5][CH2:4][S:3]1. Given the reactants [SH:1][C:2]1[S:3][CH2:4][CH2:5][N:6]=1.[C:7]([O:10][C:11]1[CH:16]=[CH:15][C:14]([CH2:17][OH:18])=[CH:13][C:12]=1[O:19][CH3:20])(=[O:9])[CH3:8].N#N.[O:23]=[C:24](Cl)OC(Cl)(Cl)Cl.ClC(C1NCCS1)=O.CCN(CC)CC, predict the reaction product.